Predict the product of the given reaction. From a dataset of Forward reaction prediction with 1.9M reactions from USPTO patents (1976-2016). (1) Given the reactants [C:1]1([S:7]([C:10]2[CH:11]=[C:12]([CH:16]=[CH:17][CH:18]=2)[C:13]([OH:15])=O)(=[O:9])=[O:8])[CH:6]=[CH:5][CH:4]=[CH:3][CH:2]=1.[CH3:19][O:20][C:21]1[C:22]([NH2:27])=[N:23][CH:24]=[CH:25][CH:26]=1, predict the reaction product. The product is: [CH3:19][O:20][C:21]1[C:22]([NH:27][C:13](=[O:15])[C:12]2[CH:16]=[CH:17][CH:18]=[C:10]([S:7]([C:1]3[CH:2]=[CH:3][CH:4]=[CH:5][CH:6]=3)(=[O:8])=[O:9])[CH:11]=2)=[N:23][CH:24]=[CH:25][CH:26]=1. (2) Given the reactants C(OC([N:8]1[CH2:13][CH2:12][CH2:11][CH:10]([NH:14][C:15]2[N:20]=[CH:19][C:18]([Br:21])=[CH:17][N:16]=2)[CH2:9]1)=O)(C)(C)C.C(O)(C(F)(F)F)=O, predict the reaction product. The product is: [Br:21][C:18]1[CH:17]=[N:16][C:15]([NH:14][CH:10]2[CH2:11][CH2:12][CH2:13][NH:8][CH2:9]2)=[N:20][CH:19]=1. (3) Given the reactants [C:1]([Si:5]([O:8][C@H:9]1[CH2:14][CH2:13][CH2:12][C@H:11]([O:15][C:16]2[CH:21]=[C:20]([F:22])[CH:19]=[CH:18][C:17]=2[N+:23]([O-])=O)[CH2:10]1)([CH3:7])[CH3:6])([CH3:4])([CH3:3])[CH3:2], predict the reaction product. The product is: [C:1]([Si:5]([CH3:7])([CH3:6])[O:8][C@H:9]1[CH2:14][CH2:13][CH2:12][C@H:11]([O:15][C:16]2[CH:21]=[C:20]([F:22])[CH:19]=[CH:18][C:17]=2[NH2:23])[CH2:10]1)([CH3:4])([CH3:3])[CH3:2]. (4) Given the reactants Cl[C:2]1[C:7](Cl)=[N:6][C:5]2=[N:9][O:10][N:11]=[C:4]2[N:3]=1.[Cl:12][C:13]1[CH:14]=[C:15]([CH:17]=[CH:18][C:19]=1[Cl:20])[NH2:16].[C:21]([O:25][C:26]([CH3:29])([CH3:28])[CH3:27])(=[O:24])[NH:22][NH2:23], predict the reaction product. The product is: [C:26]([O:25][C:21]([NH:22][NH:23][C:2]1[C:7]([NH:16][C:15]2[CH:17]=[CH:18][C:19]([Cl:20])=[C:13]([Cl:12])[CH:14]=2)=[N:6][C:5]2=[N:9][O:10][N:11]=[C:4]2[N:3]=1)=[O:24])([CH3:29])([CH3:28])[CH3:27]. (5) Given the reactants [CH3:1][C:2]1[CH:7]=[CH:6][N:5]=[CH:4][C:3]=1[N:8]1[CH2:12][CH2:11][NH:10][C:9]1=[O:13].Br[C:15]1[CH:20]=[CH:19][C:18]([Cl:21])=[CH:17][CH:16]=1.N[C@@H]1CCCC[C@H]1N.C(=O)([O-])[O-].[K+].[K+], predict the reaction product. The product is: [Cl:21][C:18]1[CH:19]=[CH:20][C:15]([N:10]2[CH2:11][CH2:12][N:8]([C:3]3[CH:4]=[N:5][CH:6]=[CH:7][C:2]=3[CH3:1])[C:9]2=[O:13])=[CH:16][CH:17]=1.